This data is from Forward reaction prediction with 1.9M reactions from USPTO patents (1976-2016). The task is: Predict the product of the given reaction. Given the reactants [CH3:1][C:2]1[S:11][C:10]2[C:9](=[CH2:12])[C:8]3[CH:13]=[CH:14][CH:15]=[CH:16][C:7]=3[CH2:6][CH2:5][C:4]=2[N:3]=1.[CH3:17][S:18]([NH:21][C:22]1[CH:23]=[C:24](B(O)O)[CH:25]=[CH:26][CH:27]=1)(=[O:20])=[O:19], predict the reaction product. The product is: [CH3:1][C:2]1[S:11][C:10]2[C:9](=[CH:12][C:26]3[CH:27]=[C:22]([NH:21][S:18]([CH3:17])(=[O:19])=[O:20])[CH:23]=[CH:24][CH:25]=3)[C:8]3[CH:13]=[CH:14][CH:15]=[CH:16][C:7]=3[CH2:6][CH2:5][C:4]=2[N:3]=1.